From a dataset of Reaction yield outcomes from USPTO patents with 853,638 reactions. Predict the reaction yield, written as a fraction of the theoretical maximum amount of product (1.0 means a 100% yield; for example, 0.34 means a 34% yield). (1) The reactants are [F:1][C:2]1([F:28])[CH2:5][N:4]([C:6]([C:8]2[C:12]3[CH:13]=[C:14]([CH:26]=O)[C:15]([N:18]4[CH2:23][C@@H:22]([CH3:24])[O:21][C@H:20]([CH3:25])[CH2:19]4)=[C:16]([F:17])[C:11]=3[O:10][N:9]=2)=[O:7])[CH2:3]1.[NH:29]1[C:36](=[O:37])[CH2:35][C:33](=[O:34])[NH:32][C:30]1=[O:31]. The catalyst is C(O)C. The product is [F:28][C:2]1([F:1])[CH2:3][N:4]([C:6]([C:8]2[C:12]3[CH:13]=[C:14]4[C:15](=[C:16]([F:17])[C:11]=3[O:10][N:9]=2)[N:18]2[CH2:23][C@@H:22]([CH3:24])[O:21][C@@H:20]([CH3:25])[C@@H:19]2[C:35]2([C:33](=[O:34])[NH:32][C:30](=[O:31])[NH:29][C:36]2=[O:37])[CH2:26]4)=[O:7])[CH2:5]1. The yield is 0.810. (2) The reactants are CS(O[CH:6]([CH3:15])[CH2:7][CH2:8][CH:9]1[CH2:14][CH2:13][CH2:12][CH2:11][CH2:10]1)(=O)=O.[C:16]1(=[O:26])[NH:20][C:19](=[O:21])[C:18]2=[CH:22][CH:23]=[CH:24][CH:25]=[C:17]12.C(=O)([O-])[O-].[K+].[K+]. The catalyst is CN(C=O)C. The product is [CH:9]1([CH2:8][CH2:7][CH:6]([N:20]2[C:16](=[O:26])[C:17]3[C:18](=[CH:22][CH:23]=[CH:24][CH:25]=3)[C:19]2=[O:21])[CH3:15])[CH2:14][CH2:13][CH2:12][CH2:11][CH2:10]1. The yield is 0.580. (3) The reactants are [C:1](Cl)(=[O:4])[CH:2]=[CH2:3].[Cl:6][C:7]1[C:8]([C:31]2[CH:32]=[N:33][N:34]3[CH:39]=[CH:38][CH:37]=[CH:36][C:35]=23)=[N:9][C:10]([NH:13][C:14]2[C:19]([O:20][CH3:21])=[CH:18][C:17]([N:22]3[CH2:26][CH2:25][C@H:24]([N:27]([CH3:29])[CH3:28])[CH2:23]3)=[C:16]([NH2:30])[CH:15]=2)=[N:11][CH:12]=1.CCN(C(C)C)C(C)C. The catalyst is C(Cl)Cl. The product is [Cl:6][C:7]1[C:8]([C:31]2[CH:32]=[N:33][N:34]3[CH:39]=[CH:38][CH:37]=[CH:36][C:35]=23)=[N:9][C:10]([NH:13][C:14]2[C:19]([O:20][CH3:21])=[CH:18][C:17]([N:22]3[CH2:26][CH2:25][C@H:24]([N:27]([CH3:29])[CH3:28])[CH2:23]3)=[C:16]([NH:30][C:1](=[O:4])[CH:2]=[CH2:3])[CH:15]=2)=[N:11][CH:12]=1. The yield is 0.700.